This data is from Reaction yield outcomes from USPTO patents with 853,638 reactions. The task is: Predict the reaction yield, written as a fraction of the theoretical maximum amount of product (1.0 means a 100% yield; for example, 0.34 means a 34% yield). (1) The reactants are [N:1]1([C:7](=O)[CH2:8][C:9]#[N:10])[CH2:6][CH2:5][O:4][CH2:3][CH2:2]1.COC1C=CC(P2(SP(C3C=CC(OC)=CC=3)(=S)S2)=[S:21])=CC=1. The catalyst is C1COCC1. The product is [N:1]1([C:7](=[S:21])[CH2:8][C:9]#[N:10])[CH2:6][CH2:5][O:4][CH2:3][CH2:2]1. The yield is 0.700. (2) The reactants are [CH3:1][C:2]([CH3:7])([CH2:5]O)[CH:3]=[O:4].[C:8]([CH:13]=P(C1C=CC=CC=1)(C1C=CC=CC=1)C1C=CC=CC=1)([O:10][CH2:11][CH3:12])=[O:9]. The catalyst is ClCCl. The product is [CH3:7][C:2]([CH3:1])([CH2:3][OH:4])/[CH:5]=[CH:13]/[C:8]([O:10][CH2:11][CH3:12])=[O:9]. The yield is 0.600.